Dataset: Forward reaction prediction with 1.9M reactions from USPTO patents (1976-2016). Task: Predict the product of the given reaction. (1) The product is: [NH2:1][C:2]1[N:3]([CH3:24])[C:4](=[O:23])[C:5]2([C:15]3[C:10](=[CH:11][CH:12]=[C:13]([C:30]4[CH:31]=[CH:32][C:27]([C:26]([F:37])([F:36])[F:25])=[CH:28][CH:29]=4)[CH:14]=3)[O:9][CH:8]([C:17]3[CH:22]=[CH:21][CH:20]=[CH:19][CH:18]=3)[CH2:7]2)[N:6]=1. Given the reactants [NH2:1][C:2]1[N:3]([CH3:24])[C:4](=[O:23])[C:5]2([C:15]3[C:10](=[CH:11][CH:12]=[C:13](Br)[CH:14]=3)[O:9][CH:8]([C:17]3[CH:22]=[CH:21][CH:20]=[CH:19][CH:18]=3)[CH2:7]2)[N:6]=1.[F:25][C:26]([F:37])([F:36])[C:27]1[CH:32]=[CH:31][C:30](B(O)O)=[CH:29][CH:28]=1, predict the reaction product. (2) Given the reactants C(OC([N:8]1[CH2:16][C:15]2[C:10](=[CH:11][CH:12]=[C:13]([N:17]3[CH2:21][CH2:20][CH2:19][C:18]3=[O:22])[CH:14]=2)[CH2:9]1)=O)(C)(C)C.[ClH:23], predict the reaction product. The product is: [ClH:23].[CH2:9]1[C:10]2[C:15](=[CH:14][C:13]([N:17]3[CH2:21][CH2:20][CH2:19][C:18]3=[O:22])=[CH:12][CH:11]=2)[CH2:16][NH:8]1. (3) Given the reactants Br[C:2]1[C:10]2[C:5](=[CH:6][C:7]([C:11]3[CH:12]=[C:13]([CH:19]=[C:20]([F:23])[C:21]=3[CH3:22])[C:14]([NH:16][CH2:17][CH3:18])=[O:15])=[CH:8][CH:9]=2)[NH:4][N:3]=1.[N:24]1[CH:29]=[CH:28][CH:27]=[C:26](B(O)O)[CH:25]=1.C(=O)([O-])O.[Na+], predict the reaction product. The product is: [CH2:17]([NH:16][C:14](=[O:15])[C:13]1[CH:12]=[C:11]([C:7]2[CH:6]=[C:5]3[C:10]([C:2]([C:26]4[CH:25]=[N:24][CH:29]=[CH:28][CH:27]=4)=[N:3][NH:4]3)=[CH:9][CH:8]=2)[C:21]([CH3:22])=[C:20]([F:23])[CH:19]=1)[CH3:18]. (4) Given the reactants [CH2:1]([O:8][C:9]1[CH:14]=[CH:13][NH:12][C:11](=[O:15])[CH:10]=1)[C:2]1[CH:7]=[CH:6][CH:5]=[CH:4][CH:3]=1.I[C:17]1[CH:22]=[CH:21][C:20]([O:23][CH:24]2[CH2:29][CH2:28][CH2:27][CH2:26][O:25]2)=[CH:19][CH:18]=1.C(=O)([O-])[O-].[K+].[K+].CN(C)C=O, predict the reaction product. The product is: [CH2:1]([O:8][C:9]1[CH:14]=[CH:13][N:12]([C:17]2[CH:22]=[CH:21][C:20]([O:23][CH:24]3[CH2:29][CH2:28][CH2:27][CH2:26][O:25]3)=[CH:19][CH:18]=2)[C:11](=[O:15])[CH:10]=1)[C:2]1[CH:3]=[CH:4][CH:5]=[CH:6][CH:7]=1.